From a dataset of Peptide-MHC class II binding affinity with 134,281 pairs from IEDB. Regression. Given a peptide amino acid sequence and an MHC pseudo amino acid sequence, predict their binding affinity value. This is MHC class II binding data. (1) The peptide sequence is PTLLFLKVPAQNAIST. The MHC is DRB1_0101 with pseudo-sequence DRB1_0101. The binding affinity (normalized) is 0.808. (2) The peptide sequence is FIIDGPNTPECPSAS. The MHC is DRB1_0401 with pseudo-sequence DRB1_0401. The binding affinity (normalized) is 0.295. (3) The peptide sequence is AGVFFTFVLLLSGQI. The MHC is DRB1_0701 with pseudo-sequence DRB1_0701. The binding affinity (normalized) is 0.439.